Dataset: Full USPTO retrosynthesis dataset with 1.9M reactions from patents (1976-2016). Task: Predict the reactants needed to synthesize the given product. (1) Given the product [NH:11]([C:12]1[C:17]([O:18][CH2:19][C:20]([O:22][C:23]([CH3:26])([CH3:25])[CH3:24])=[O:21])=[CH:16][CH:15]=[CH:14][N:13]=1)[C:10]([NH2:9])=[S:27], predict the reactants needed to synthesize it. The reactants are: C([NH:9][C:10](=[S:27])[NH:11][C:12]1[C:17]([O:18][CH2:19][C:20]([O:22][C:23]([CH3:26])([CH3:25])[CH3:24])=[O:21])=[CH:16][CH:15]=[CH:14][N:13]=1)(=O)C1C=CC=CC=1.C(=O)([O-])[O-].[K+].[K+].O. (2) Given the product [ClH:32].[ClH:32].[CH3:3][O:4][C:5]1[CH:31]=[CH:30][C:8]2[NH:9][C:10]([C@H:12]([NH2:22])[CH2:13][C:14]3[CH:19]=[CH:18][C:17]([O:20][CH3:21])=[CH:16][CH:15]=3)=[N:11][C:7]=2[CH:6]=1, predict the reactants needed to synthesize it. The reactants are: N#N.[CH3:3][O:4][C:5]1[CH:31]=[CH:30][C:8]2[NH:9][C:10]([C@H:12]([NH:22]C(=O)OC(C)(C)C)[CH2:13][C:14]3[CH:19]=[CH:18][C:17]([O:20][CH3:21])=[CH:16][CH:15]=3)=[N:11][C:7]=2[CH:6]=1.[ClH:32]. (3) Given the product [I:1][C:2]1[CH:10]=[C:9]2[C:5]([CH2:6][N:7]3[C:13]([C:15]4[C:16]([C:21]5[CH:26]=[CH:25][CH:24]=[CH:23][CH:22]=5)=[N:17][O:18][C:19]=4[CH3:20])=[N:12][N:11]=[C:8]32)=[CH:4][CH:3]=1, predict the reactants needed to synthesize it. The reactants are: [I:1][C:2]1[CH:10]=[C:9]2[C:5]([CH2:6][N:7]=[C:8]2[NH:11][NH:12][C:13]([C:15]2[C:16]([C:21]3[CH:26]=[CH:25][CH:24]=[CH:23][CH:22]=3)=[N:17][O:18][C:19]=2[CH3:20])=O)=[CH:4][CH:3]=1.